This data is from Forward reaction prediction with 1.9M reactions from USPTO patents (1976-2016). The task is: Predict the product of the given reaction. (1) Given the reactants [CH2:1]([O:3][C:4]([C:6]1[CH:10]=[C:9]([OH:11])[N:8]([CH3:12])[N:7]=1)=[O:5])[CH3:2].[C:13](=[O:16])([O-])[O-].[K+].[K+].C=O.Cl[CH:22]([F:24])[F:23], predict the reaction product. The product is: [CH2:1]([O:3][C:4]([C:6]1[C:10]([CH2:13][OH:16])=[C:9]([O:11][CH:22]([F:24])[F:23])[N:8]([CH3:12])[N:7]=1)=[O:5])[CH3:2]. (2) Given the reactants CC(C)([O-])C.[Na+].[NH2:7][C:8]1[C:13]([Br:14])=[CH:12][C:11]([CH3:15])=[CH:10][N:9]=1.[Cl:16][C:17]1[CH:22]=[CH:21][C:20]([O:23][CH3:24])=[C:19](I)[CH:18]=1.Cl, predict the reaction product. The product is: [Br:14][C:13]1[C:8]([NH:7][C:21]2[CH:22]=[C:17]([Cl:16])[CH:18]=[CH:19][C:20]=2[O:23][CH3:24])=[N:9][CH:10]=[C:11]([CH3:15])[CH:12]=1.